From a dataset of Catalyst prediction with 721,799 reactions and 888 catalyst types from USPTO. Predict which catalyst facilitates the given reaction. (1) Reactant: C(N(CC)C(C)C)(C)C.CN(C(ON1N=NC2C=CC=NC1=2)=[N+](C)C)C.F[P-](F)(F)(F)(F)F.[C:34]([O:38][C:39]([NH:41][CH:42]1[CH2:47][CH2:46][N:45]([CH:48]2[CH2:53][CH:52]([C:54]3[CH:59]=[CH:58][CH:57]=[CH:56][CH:55]=3)[CH:51]([C:60]([NH:62][C:63]3[CH:75]=[CH:74][C:66]([C:67]([O:69][C:70]([CH3:73])([CH3:72])[CH3:71])=[O:68])=[CH:65][CH:64]=3)=[O:61])[NH:50][CH2:49]2)[CH2:44][CH2:43]1)=[O:40])([CH3:37])([CH3:36])[CH3:35].[Cl:76][C:77]1[CH:78]=[CH:79][C:80]([N:88]2[CH:92]=[N:91][N:90]=[N:89]2)=[C:81](/[CH:83]=[CH:84]/[C:85](O)=[O:86])[CH:82]=1. Product: [C:34]([O:38][C:39]([NH:41][CH:42]1[CH2:43][CH2:44][N:45]([CH:48]2[CH2:53][CH:52]([C:54]3[CH:59]=[CH:58][CH:57]=[CH:56][CH:55]=3)[CH:51]([C:60]([NH:62][C:63]3[CH:64]=[CH:65][C:66]([C:67]([O:69][C:70]([CH3:73])([CH3:72])[CH3:71])=[O:68])=[CH:74][CH:75]=3)=[O:61])[N:50]([C:85](=[O:86])/[CH:84]=[CH:83]/[C:81]3[CH:82]=[C:77]([Cl:76])[CH:78]=[CH:79][C:80]=3[N:88]3[CH:92]=[N:91][N:90]=[N:89]3)[CH2:49]2)[CH2:46][CH2:47]1)=[O:40])([CH3:37])([CH3:35])[CH3:36]. The catalyst class is: 39. (2) The catalyst class is: 4. Product: [O:38]=[S:37]1(=[O:39])[CH2:36][CH2:35][CH2:34][N:1]1[C:2]1[N:7]=[CH:6][C:5]([C:8]([N:10]2[CH2:15][CH2:14][N:13]([C:16]3[C:21]([CH3:22])=[CH:20][C:19]([CH2:23][CH3:24])=[CH:18][N:17]=3)[CH2:12][CH2:11]2)=[O:9])=[C:4]([CH3:25])[CH:3]=1. Reactant: [NH2:1][C:2]1[N:7]=[CH:6][C:5]([C:8]([N:10]2[CH2:15][CH2:14][N:13]([C:16]3[C:21]([CH3:22])=[CH:20][C:19]([CH2:23][CH3:24])=[CH:18][N:17]=3)[CH2:12][CH2:11]2)=[O:9])=[C:4]([CH3:25])[CH:3]=1.C(N(CC)CC)C.Cl[CH2:34][CH2:35][CH2:36][S:37](Cl)(=[O:39])=[O:38].O. (3) Reactant: C([Li])CCC.[C:6](#[N:8])[CH3:7].ClCCO[C:13]1[CH:14]=[C:15]2[C:20](=[CH:21][C:22]=1OC)[CH:19]=[C:18]([C:25](OCC)=O)[C:17](/[N:30]=C/N(C)C)=C2.[Cl:35][CH2:36][CH2:37][O:38][C:39]1[CH:48]=[C:47]2[C:42]([CH:43]=[C:44](/[N:54]=[CH:55]/N(C)C)[C:45]([C:49]([O:51]CC)=O)=[CH:46]2)=[CH:41][C:40]=1[O:59][CH3:60]. Product: [N:8]1[C:15]2[C:20](=[CH:21][CH:22]=[CH:13][CH:14]=2)[CH:19]=[C:18]([C:17]#[N:30])[CH:25]=1.[Cl:35][CH2:36][CH2:37][O:38][C:39]1[C:40]([O:59][CH3:60])=[CH:41][C:42]2[CH:43]=[C:44]3[C:45]([C:49](=[O:51])[C:7]([C:6]#[N:8])=[CH:55][NH:54]3)=[CH:46][C:47]=2[CH:48]=1. The catalyst class is: 7. (4) Reactant: [CH:1]1([C@H:7]([NH:9][C:10]([C:12]2[CH:13]=[C:14]3[C:18](=[CH:19][CH:20]=2)[NH:17][N:16]=[C:15]3I)=[O:11])[CH3:8])[CH2:6][CH2:5][CH2:4][CH2:3][CH2:2]1.[O:22]1[CH2:27][CH2:26][N:25]([C:28]2[CH:33]=[CH:32][C:31](B3OC(C)(C)C(C)(C)O3)=[CH:30][CH:29]=2)[CH2:24][CH2:23]1.C([O-])([O-])=O.[Na+].[Na+]. Product: [CH:1]1([C@H:7]([NH:9][C:10]([C:12]2[CH:13]=[C:14]3[C:18](=[CH:19][CH:20]=2)[NH:17][N:16]=[C:15]3[C:31]2[CH:30]=[CH:29][C:28]([N:25]3[CH2:24][CH2:23][O:22][CH2:27][CH2:26]3)=[CH:33][CH:32]=2)=[O:11])[CH3:8])[CH2:6][CH2:5][CH2:4][CH2:3][CH2:2]1. The catalyst class is: 780. (5) Reactant: [Cl:1][CH2:2][CH2:3][N:4]1[CH:12]=[N:11][C:10]2[C:5]1=[N:6][C:7]([NH2:14])=[N:8][C:9]=2[NH2:13].[N:15]1[CH:20]=[CH:19][CH:18]=[C:17]([CH:21]=O)[CH:16]=1.C(O)(=O)C.C([BH3-])#N.[Na+]. Product: [NH2:13][C:9]1[N:8]=[C:7]([NH:14][CH2:21][C:17]2[CH:16]=[N:15][CH:20]=[CH:19][CH:18]=2)[N:6]=[C:5]2[C:10]=1[N:11]=[CH:12][N:4]2[CH2:3][CH2:2][Cl:1]. The catalyst class is: 5. (6) Reactant: [Cl:1][C:2]1[CH:3]=[C:4]([CH:9]=[CH:10][C:11]2[CH:16]=[CH:15][CH:14]=[CH:13][N+:12]=2[O-])[CH:5]=[CH:6][C:7]=1[Cl:8].COS(OC)(=O)=O.[C-:25]#[N:26].[Na+]. Product: [Cl:1][C:2]1[CH:3]=[C:4]([CH:9]=[CH:10][C:11]2[N:12]=[C:13]([C:25]#[N:26])[CH:14]=[CH:15][CH:16]=2)[CH:5]=[CH:6][C:7]=1[Cl:8]. The catalyst class is: 81. (7) Reactant: [CH2:1]([C:4]1[CH:9]=[CH:8][CH:7]=[CH:6][CH:5]=1)[CH:2]=[CH2:3].[N+:10]([CH2:13][C:14]([O:16][CH2:17][CH3:18])=[O:15])([O-])=[O:11].C1N2CCN(CC2)C1. Product: [CH2:1]([CH:2]1[O:11][N:10]=[C:13]([C:14]([O:16][CH2:17][CH3:18])=[O:15])[CH2:3]1)[C:4]1[CH:9]=[CH:8][CH:7]=[CH:6][CH:5]=1. The catalyst class is: 8. (8) Reactant: [CH2:1]([O:3][C:4]([CH:6]1[CH2:11][CH2:10][N:9]([C:12]([O:14][CH2:15][C:16]2[CH:21]=[CH:20][CH:19]=[CH:18][CH:17]=2)=[O:13])[CH2:8][CH2:7]1)=[O:5])[CH3:2].C[Si]([N-][Si](C)(C)C)(C)C.[Li+].[Si:32]([O:39][CH2:40][CH:41]=[O:42])([C:35]([CH3:38])([CH3:37])[CH3:36])([CH3:34])[CH3:33]. Product: [CH2:1]([O:3][C:4]([C:6]1([CH:41]([OH:42])[CH2:40][O:39][Si:32]([C:35]([CH3:37])([CH3:36])[CH3:38])([CH3:33])[CH3:34])[CH2:7][CH2:8][N:9]([C:12]([O:14][CH2:15][C:16]2[CH:17]=[CH:18][CH:19]=[CH:20][CH:21]=2)=[O:13])[CH2:10][CH2:11]1)=[O:5])[CH3:2]. The catalyst class is: 7.